Predict the reactants needed to synthesize the given product. From a dataset of Full USPTO retrosynthesis dataset with 1.9M reactions from patents (1976-2016). (1) Given the product [Cl:1][C:2]1[CH:3]=[C:4]([CH:8]([NH:11][C:12]2[N:44]=[C:15]3[C:16]([O:42][CH3:43])=[CH:17][C:18]([C:20]([N:22]4[CH:27]([CH2:28][CH2:29][OH:30])[CH2:26][O:25][CH:24]([CH3:41])[CH2:23]4)=[O:21])=[CH:19][N:14]3[N:13]=2)[CH2:9][F:10])[CH:5]=[CH:6][CH:7]=1, predict the reactants needed to synthesize it. The reactants are: [Cl:1][C:2]1[CH:3]=[C:4]([CH:8]([NH:11][C:12]2[N:44]=[C:15]3[C:16]([O:42][CH3:43])=[CH:17][C:18]([C:20]([N:22]4[CH:27]([CH2:28][CH2:29][O:30][Si](C(C)C)(C(C)C)C(C)C)[CH2:26][O:25][CH:24]([CH3:41])[CH2:23]4)=[O:21])=[CH:19][N:14]3[N:13]=2)[CH2:9][F:10])[CH:5]=[CH:6][CH:7]=1.[F-].C([N+](CCCC)(CCCC)CCCC)CCC. (2) The reactants are: [Br:1][C:2]1[CH:3]=[C:4]([N+:20]([O-])=O)[C:5]([C:8]2[CH:13]=[C:12]([F:14])[C:11]([F:15])=[CH:10][C:9]=2[S:16]([CH3:19])(=[O:18])=[O:17])=[N:6][CH:7]=1.C1(P(C2C=CC=CC=2)CCP(C2C=CC=CC=2)C2C=CC=CC=2)C=CC=CC=1. Given the product [Br:1][C:2]1[CH:7]=[N:6][C:5]2[C:8]3[C:9]([S:16]([CH3:19])(=[O:18])=[O:17])=[CH:10][C:11]([F:15])=[C:12]([F:14])[C:13]=3[NH:20][C:4]=2[CH:3]=1, predict the reactants needed to synthesize it. (3) Given the product [NH2:4][C:5]1[C:6]([NH2:27])=[C:7]2[C:12]([CH2:11][CH2:10][CH:9]([CH2:15][OH:16])[O:8]2)=[CH:13][CH:14]=1, predict the reactants needed to synthesize it. The reactants are: FC(F)(F)C1[NH:4][C:5]2[C:6]([N:27]=1)=[C:7]1[C:12](=[CH:13][CH:14]=2)[CH2:11][CH2:10][CH:9]([CH2:15][O:16]S(C2C=CC(C)=CC=2)(=O)=O)[O:8]1.[BH4-].[Li+]. (4) Given the product [Br:34][CH:32]([CH3:33])[CH2:31][CH2:30][CH:18]1[CH:19]([C:20]2[CH:21]=[CH:22][CH:23]=[CH:24][CH:25]=2)[N:16]([Si:15]([C:11]([CH3:14])([CH3:13])[CH3:12])([CH3:28])[CH3:27])[C:17]1=[O:26], predict the reactants needed to synthesize it. The reactants are: C(NCC)C.[Li]CCCC.[C:11]([Si:15]([CH3:28])([CH3:27])[N:16]1[CH:19]([C:20]2[CH:25]=[CH:24][CH:23]=[CH:22][CH:21]=2)[CH2:18][C:17]1=[O:26])([CH3:14])([CH3:13])[CH3:12].Br[CH2:30][CH2:31][CH:32]([Br:34])[CH3:33].[NH4+].[Cl-]. (5) Given the product [NH2:36][C:34]1[CH:33]=[CH:32][C:3]([O:4][C:5]2[C:14]3[C:9](=[CH:10][C:11]([O:17][CH2:18][CH:19]4[CH2:24][CH2:23][N:22]([C:25]([O:27][C:28]([CH3:30])([CH3:31])[CH3:29])=[O:26])[CH2:21][CH2:20]4)=[C:12]([O:15][CH3:16])[CH:13]=3)[N:8]=[CH:7][CH:6]=2)=[C:2]([F:1])[CH:35]=1, predict the reactants needed to synthesize it. The reactants are: [F:1][C:2]1[CH:35]=[C:34]([N+:36]([O-])=O)[CH:33]=[CH:32][C:3]=1[O:4][C:5]1[C:14]2[C:9](=[CH:10][C:11]([O:17][CH2:18][CH:19]3[CH2:24][CH2:23][N:22]([C:25]([O:27][C:28]([CH3:31])([CH3:30])[CH3:29])=[O:26])[CH2:21][CH2:20]3)=[C:12]([O:15][CH3:16])[CH:13]=2)[N:8]=[CH:7][CH:6]=1.[Cl-].[NH4+].